Dataset: Reaction yield outcomes from USPTO patents with 853,638 reactions. Task: Predict the reaction yield, written as a fraction of the theoretical maximum amount of product (1.0 means a 100% yield; for example, 0.34 means a 34% yield). The reactants are [CH3:1][O:2][C:3]([NH:5][C@H:6]([C:10]([N:12]1[CH2:16][C@@H:15](C)[CH2:14][C@H:13]1[C:18]1[NH:22][C:21]2[C:23]3[C:28]([CH:29]=[CH:30][C:20]=2[N:19]=1)=[CH:27][C:26]1[C:31]2[C:36]([CH2:37][O:38][C:25]=1[CH:24]=3)=[CH:35][C:34]([C:39]1[NH:43][C:42]([C@@H:44]3[CH2:48][CH2:47][CH2:46][N:45]3C(OC(C)(C)C)=O)=[N:41][CH:40]=1)=[CH:33][CH:32]=2)=[O:11])[CH:7]([CH3:9])[CH3:8])=[O:4].Cl.[CH3:57][O:58][C:59]([NH:61][C@H:62]([C:66]1[CH:71]=[CH:70][CH:69]=[CH:68][CH:67]=1)[C:63]([OH:65])=O)=[O:60].C[CH2:73][O:74][C:75](C(C#N)=NOC(N1CCOCC1)=[N+](C)C)=O.F[P-](F)(F)(F)(F)F.C(N(C(C)C)CC)(C)C. The catalyst is CN(C=O)C.C(OCC)(=O)C.C(O)C. The product is [CH3:57][O:58][C:59](=[O:60])[NH:61][C@H:62]([C:66]1[CH:71]=[CH:70][CH:69]=[CH:68][CH:67]=1)[C:63]([N:45]1[CH2:46][CH2:47][CH2:48][C@H:44]1[C:42]1[NH:43][C:39]([C:34]2[CH:35]=[C:36]3[CH2:37][O:38][C:25]4[CH:24]=[C:23]5[C:28]([CH:29]=[CH:30][C:20]6[N:19]=[C:18]([C@@H:13]7[CH2:14][C@H:15]([CH2:73][O:74][CH3:75])[CH2:16][N:12]7[C:10](=[O:11])[C@@H:6]([NH:5][C:3]([O:2][CH3:1])=[O:4])[CH:7]([CH3:8])[CH3:9])[NH:22][C:21]=65)=[CH:27][C:26]=4[C:31]3=[CH:32][CH:33]=2)=[CH:40][N:41]=1)=[O:65]. The yield is 0.390.